This data is from Reaction yield outcomes from USPTO patents with 853,638 reactions. The task is: Predict the reaction yield, written as a fraction of the theoretical maximum amount of product (1.0 means a 100% yield; for example, 0.34 means a 34% yield). (1) The reactants are [F:1][C:2]1[CH:7]=[CH:6][CH:5]=[CH:4][C:3]=1[N:8]1[C:16]2[C:11](=[C:12]([N:17]3[CH2:21][CH2:20][NH:19][C:18]3=[O:22])[CH:13]=[CH:14][CH:15]=2)[CH:10]=[N:9]1.[H-].[Na+].Br.Br[CH2:27][C:28]1[N:29]=[CH:30][O:31][CH:32]=1. The product is [F:1][C:2]1[CH:7]=[CH:6][CH:5]=[CH:4][C:3]=1[N:8]1[C:16]2[C:11](=[C:12]([N:17]3[CH2:21][CH2:20][N:19]([CH2:27][C:28]4[N:29]=[CH:30][O:31][CH:32]=4)[C:18]3=[O:22])[CH:13]=[CH:14][CH:15]=2)[CH:10]=[N:9]1. The catalyst is O1CCCC1. The yield is 0.860. (2) The reactants are [C:1]1([C:7](=[N:14][CH:15]([CH2:23][CH2:24][CH:25]=[CH2:26])[C:16]([O:18][C:19]([CH3:22])([CH3:21])[CH3:20])=[O:17])[C:8]2[CH:13]=[CH:12][CH:11]=[CH:10][CH:9]=2)[CH:6]=[CH:5][CH:4]=[CH:3][CH:2]=1.C1COCC1.C[Si]([N-][Si](C)(C)C)(C)C.[Na+].I[CH2:43][CH2:44][CH2:45][CH2:46][B:47]1[O:51][C:50]([CH3:53])([CH3:52])[C:49]([CH3:55])([CH3:54])[O:48]1. The catalyst is C(OCC)C. The product is [C:1]1([C:7](=[N:14][C:15]([CH2:43][CH2:44][CH2:45][CH2:46][B:47]2[O:51][C:50]([CH3:53])([CH3:52])[C:49]([CH3:54])([CH3:55])[O:48]2)([CH2:23][CH2:24][CH:25]=[CH2:26])[C:16]([O:18][C:19]([CH3:20])([CH3:21])[CH3:22])=[O:17])[C:8]2[CH:9]=[CH:10][CH:11]=[CH:12][CH:13]=2)[CH:2]=[CH:3][CH:4]=[CH:5][CH:6]=1. The yield is 0.800. (3) The reactants are [C:1]([C:4]1[CH:9]=[CH:8][C:7]([CH2:10][C:11]([NH:13][C@@H:14]([C:16]2[CH:21]=[CH:20][C:19]([O:22][CH2:23][C:24]([F:27])([F:26])[F:25])=[CH:18][N:17]=2)[CH3:15])=[O:12])=[CH:6][CH:5]=1)([CH3:3])=[CH2:2].C1C[O:31]CC1.[OH-].[Na+].OO. The catalyst is C(Cl)Cl.O. The product is [OH:31][CH2:2][CH:1]([C:4]1[CH:5]=[CH:6][C:7]([CH2:10][C:11]([NH:13][C@@H:14]([C:16]2[CH:21]=[CH:20][C:19]([O:22][CH2:23][C:24]([F:27])([F:25])[F:26])=[CH:18][N:17]=2)[CH3:15])=[O:12])=[CH:8][CH:9]=1)[CH3:3]. The yield is 0.420. (4) The reactants are [CH3:1][O:2][N:3]=[C:4]1[C:8]2([CH2:11][NH:10][CH2:9]2)[CH2:7][N:6]([CH2:12][C:13]2[CH:18]=[CH:17][CH:16]=[CH:15][CH:14]=2)[CH2:5]1.C=O.[C:21]([BH3-])#N.[Na+].C(=O)([O-])[O-].[K+].[K+]. The catalyst is C(O)(=O)C.C(O)C. The product is [CH2:12]([N:6]1[CH2:5][C:4](=[N:3][O:2][CH3:1])[C:8]2([CH2:11][N:10]([CH3:21])[CH2:9]2)[CH2:7]1)[C:13]1[CH:18]=[CH:17][CH:16]=[CH:15][CH:14]=1. The yield is 0.601. (5) The reactants are Br[C:2]1[N:3]=[C:4]([C:7]([CH3:9])=[CH2:8])[S:5][CH:6]=1.[F:10][C:11]([F:50])([F:49])[C:12]1[CH:13]=[C:14]([C@H:22]2[O:26][C:25](=[O:27])[N:24]([CH2:28][C:29]3[CH:34]=[C:33]([C:35]([F:38])([F:37])[F:36])[CH:32]=[CH:31][C:30]=3B3OC(C)(C)C(C)(C)O3)[C@H:23]2[CH3:48])[CH:15]=[C:16]([C:18]([F:21])([F:20])[F:19])[CH:17]=1.C([O-])([O-])=O.[K+].[K+]. The catalyst is C1COCC1. The product is [F:50][C:11]([F:10])([F:49])[C:12]1[CH:13]=[C:14]([C@H:22]2[O:26][C:25](=[O:27])[N:24]([CH2:28][C:29]3[CH:34]=[C:33]([C:35]([F:36])([F:37])[F:38])[CH:32]=[CH:31][C:30]=3[C:2]3[N:3]=[C:4]([C:7]([CH3:9])=[CH2:8])[S:5][CH:6]=3)[C@H:23]2[CH3:48])[CH:15]=[C:16]([C:18]([F:19])([F:21])[F:20])[CH:17]=1. The yield is 0.900. (6) The catalyst is O1CCOCC1.O. The product is [NH2:1][C:4]1[CH:5]=[C:6]([C:10]2[C:18]([C:19]3[CH:24]=[CH:23][N:22]=[C:21]([NH:25][C:26]4[CH:31]=[CH:30][CH:29]=[CH:28][CH:27]=4)[N:20]=3)=[C:13]3[CH:14]=[CH:15][CH:16]=[CH:17][N:12]3[N:11]=2)[CH:7]=[CH:8][CH:9]=1. The reactants are [N+:1]([C:4]1[CH:5]=[C:6]([C:10]2[C:18]([C:19]3[CH:24]=[CH:23][N:22]=[C:21]([NH:25][C:26]4[CH:31]=[CH:30][CH:29]=[CH:28][CH:27]=4)[N:20]=3)=[C:13]3[CH:14]=[CH:15][CH:16]=[CH:17][N:12]3[N:11]=2)[CH:7]=[CH:8][CH:9]=1)([O-])=O.[S-2].[Na+].[Na+]. The yield is 0.620. (7) The reactants are [CH3:1][O:2][C:3]1[N:8]=[C:7]([O:9][CH3:10])[C:6]([C:11]2[C:12]([O:21][CH3:22])=[CH:13][C:14]([O:19][CH3:20])=[C:15]([CH:18]=2)[CH:16]=O)=[CH:5][N:4]=1.[C:23]([C:26]1[CH:34]=[CH:33][C:29]([C:30]([OH:32])=[O:31])=[CH:28][CH:27]=1)(=[O:25])[CH3:24]. No catalyst specified. The product is [CH3:1][O:2][C:3]1[N:8]=[C:7]([O:9][CH3:10])[C:6]([C:11]2[C:12]([O:21][CH3:22])=[CH:13][C:14]([O:19][CH3:20])=[C:15](/[CH:16]=[CH:24]/[C:23]([C:26]3[CH:34]=[CH:33][C:29]([C:30]([OH:32])=[O:31])=[CH:28][CH:27]=3)=[O:25])[CH:18]=2)=[CH:5][N:4]=1. The yield is 0.220. (8) The reactants are [F:1][C:2]([F:14])([CH3:13])[CH2:3][O:4][C:5]1[C:10]([C:11]#[N:12])=[CH:9][N:8]=[CH:7][N:6]=1. The catalyst is C1COCC1.[Ni]. The product is [F:14][C:2]([F:1])([CH3:13])[CH2:3][O:4][C:5]1[C:10]([CH2:11][NH2:12])=[CH:9][N:8]=[CH:7][N:6]=1. The yield is 0.370. (9) The reactants are CN(C(ON1N=NC2C=CC=NC1=2)=[N+](C)C)C.F[P-](F)(F)(F)(F)F.[CH2:25]([O:32][N:33]1[C:39](=[O:40])[N:38]2[CH2:41][C@H:34]1[CH2:35][CH2:36][C@H:37]2[C:42]([NH:44][NH2:45])=[O:43])[C:26]1[CH:31]=[CH:30][CH:29]=[CH:28][CH:27]=1.[NH2:46][C:47](=[O:51])[C:48](O)=[O:49].CCN(C(C)C)C(C)C. The catalyst is CN(C=O)C. The product is [CH2:25]([O:32][N:33]1[C:39](=[O:40])[N:38]2[CH2:41][C@H:34]1[CH2:35][CH2:36][C@H:37]2[C:42]([NH:44][NH:45][C:48](=[O:49])[C:47]([NH2:46])=[O:51])=[O:43])[C:26]1[CH:31]=[CH:30][CH:29]=[CH:28][CH:27]=1. The yield is 0.640.